From a dataset of Forward reaction prediction with 1.9M reactions from USPTO patents (1976-2016). Predict the product of the given reaction. (1) Given the reactants [CH2:1]([O:3][C:4](=[O:39])[CH2:5][CH2:6][C:7]1[C:36]([CH3:37])=[N:35][C:10]2[N:11]([CH2:18][C:19]3[CH:24]=[CH:23][C:22]([C@H:25]([CH:29]4[CH2:34][CH2:33][O:32][CH2:31][CH2:30]4)[C:26](O)=[O:27])=[CH:21][CH:20]=3)[C:12]3[C:17]([C:9]=2[C:8]=1[CH3:38])=[CH:16][CH:15]=[CH:14][CH:13]=3)[CH3:2].ON1C2C=CC=CC=2N=N1.Cl.C(N=C=NCCCN(C)C)C.[N:62]1[CH:67]=[CH:66][CH:65]=[CH:64][C:63]=1[N:68]1[CH2:73][CH2:72][NH:71][CH2:70][CH2:69]1, predict the reaction product. The product is: [CH3:37][C:36]1[C:7]([CH2:6][CH2:5][C:4]([O:3][CH2:1][CH3:2])=[O:39])=[C:8]([CH3:38])[C:9]2[C:17]3[C:12](=[CH:13][CH:14]=[CH:15][CH:16]=3)[N:11]([CH2:18][C:19]3[CH:20]=[CH:21][C:22]([C@H:25]([CH:29]4[CH2:30][CH2:31][O:32][CH2:33][CH2:34]4)[C:26](=[O:27])[N:71]4[CH2:70][CH2:69][N:68]([C:63]5[CH:64]=[CH:65][CH:66]=[CH:67][N:62]=5)[CH2:73][CH2:72]4)=[CH:23][CH:24]=3)[C:10]=2[N:35]=1. (2) Given the reactants [Cl:1][C:2]1[C:7]([C:8]([F:11])([F:10])[F:9])=[CH:6][CH:5]=[CH:4][C:3]=1[C:12]([N:14]1[CH2:19][CH2:18][N:17]([CH2:20][CH3:21])[C:16](=[O:22])[CH2:15]1)=[O:13].I[CH2:24]CC, predict the reaction product. The product is: [Cl:1][C:2]1[C:7]([C:8]([F:11])([F:9])[F:10])=[CH:6][CH:5]=[CH:4][C:3]=1[C:12]([N:14]1[CH2:19][CH2:18][N:17]([CH2:20][CH2:21][CH3:24])[C:16](=[O:22])[CH2:15]1)=[O:13]. (3) Given the reactants Br[C:2]1[O:6][C:5]([N:7]2[CH2:11][C@:10]3([CH:16]4[CH2:17][CH2:18][N:13]([CH2:14][CH2:15]4)[CH2:12]3)[O:9][C:8]2=[O:19])=[CH:4][CH:3]=1.[N:20]1[CH:25]=[CH:24][C:23](B(O)O)=[CH:22][CH:21]=1, predict the reaction product. The product is: [N:20]1[CH:25]=[CH:24][C:23]([C:2]2[O:6][C:5]([N:7]3[CH2:11][C@:10]4([CH:16]5[CH2:17][CH2:18][N:13]([CH2:14][CH2:15]5)[CH2:12]4)[O:9][C:8]3=[O:19])=[CH:4][CH:3]=2)=[CH:22][CH:21]=1. (4) Given the reactants [C:1]([NH:4][CH2:5][C@@H:6]1[O:10][C:9](=[O:11])[N:8]([C:12]2[CH:17]=[CH:16][C:15]([NH2:18])=[C:14]([F:19])[CH:13]=2)[CH2:7]1)(=[O:3])[CH3:2].[CH:20](OC1C=CC([N+]([O-])=O)=CC=1)=[O:21].C(C1C=CC=C(C(C)(C)C)N=1)(C)(C)C, predict the reaction product. The product is: [C:1]([NH:4][CH2:5][C@@H:6]1[O:10][C:9](=[O:11])[N:8]([C:12]2[CH:17]=[CH:16][C:15]([NH:18][CH:20]=[O:21])=[C:14]([F:19])[CH:13]=2)[CH2:7]1)(=[O:3])[CH3:2]. (5) Given the reactants [CH3:1][NH:2][C:3]1([C:8]#[N:9])[CH2:7][CH2:6][CH2:5][CH2:4]1.[CH3:10][C:11]1[O:15][N:14]=[C:13](CN)[CH:12]=1.C1(=O)CCCC1, predict the reaction product. The product is: [CH3:10][C:11]1[O:15][N:14]=[C:13]([CH2:1][NH:2][C:3]2([C:8]#[N:9])[CH2:7][CH2:6][CH2:5][CH2:4]2)[CH:12]=1. (6) Given the reactants [N+:1]([C:4]1[CH:5]=[CH:6][C:7]([N:10]2[CH2:15][CH2:14][N:13]([C:16]([C:18]3[CH:23]=[CH:22][CH:21]=[CH:20][C:19]=3[C:24]([F:27])([F:26])[F:25])=[O:17])[CH2:12][CH2:11]2)=[N:8][CH:9]=1)([O-])=O.[H][H], predict the reaction product. The product is: [NH2:1][C:4]1[CH:5]=[CH:6][C:7]([N:10]2[CH2:11][CH2:12][N:13]([C:16]([C:18]3[CH:23]=[CH:22][CH:21]=[CH:20][C:19]=3[C:24]([F:27])([F:26])[F:25])=[O:17])[CH2:14][CH2:15]2)=[N:8][CH:9]=1. (7) Given the reactants S(Cl)([Cl:3])=O.[Cl:5][C:6]1[CH:11]=[C:10]([Cl:12])[CH:9]=[CH:8][C:7]=1[N:13]1[C:17]([C:18]2[CH:36]=[CH:35][C:21]([O:22][CH2:23][CH2:24][N:25]([CH2:33][CH3:34])C(=O)OC(C)(C)C)=[CH:20][CH:19]=2)=[C:16]([CH3:37])[C:15]([C:38]([NH:40][N:41]2[CH2:46][CH2:45][CH2:44][CH2:43][CH2:42]2)=[O:39])=[N:14]1, predict the reaction product. The product is: [ClH:3].[ClH:5].[Cl:5][C:6]1[CH:11]=[C:10]([Cl:12])[CH:9]=[CH:8][C:7]=1[N:13]1[C:17]([C:18]2[CH:36]=[CH:35][C:21]([O:22][CH2:23][CH2:24][NH:25][CH2:33][CH3:34])=[CH:20][CH:19]=2)=[C:16]([CH3:37])[C:15]([C:38]([NH:40][N:41]2[CH2:42][CH2:43][CH2:44][CH2:45][CH2:46]2)=[O:39])=[N:14]1. (8) Given the reactants [CH:1](=[O:8])[C:2]1[CH:7]=[CH:6][CH:5]=[CH:4][CH:3]=1, predict the reaction product. The product is: [CH2:1]([OH:8])[CH2:2][CH2:3][CH2:4][CH2:5][CH3:6].[C:1]([O:8][CH2:1][CH2:2][CH2:7][CH2:6][CH2:5][CH3:4])(=[O:8])[CH2:2][CH2:3][CH2:4][CH2:5][CH3:6]. (9) Given the reactants N[CH:2]1[CH:9]2[N:5]([CH2:6][CH:7]([O:17][C@@H:18]([C:20]3[CH:25]=[C:24]([C:26]([F:29])([F:28])[F:27])[CH:23]=[C:22]([C:30]([F:33])([F:32])[F:31])[CH:21]=3)[CH3:19])[CH:8]2[C:10]2[CH:15]=[CH:14][CH:13]=[CH:12][C:11]=2[CH3:16])[C:4](=[O:34])[CH2:3]1.O.C([O-])([O-])=O.[K+].[K+].[I-].C([N+:45]1(C)[CH2:50][CH2:49][C:48](=[O:51])[CH2:47][CH2:46]1)C, predict the reaction product. The product is: [F:33][C:30]([F:31])([F:32])[C:22]1[CH:21]=[C:20]([C@H:18]([O:17][C@@H:7]2[C@@H:8]([C:10]3[CH:15]=[CH:14][CH:13]=[CH:12][C:11]=3[CH3:16])[C@H:9]3[N:5]([C:4](=[O:34])[CH:3]([N:45]4[CH2:50][CH2:49][C:48](=[O:51])[CH2:47][CH2:46]4)[CH2:2]3)[CH2:6]2)[CH3:19])[CH:25]=[C:24]([C:26]([F:28])([F:29])[F:27])[CH:23]=1. (10) The product is: [F:8][C:4]1[CH:5]=[CH:6][CH:7]=[C:2]([F:1])[C:3]=1[C:9]1[C:18]2[CH:17]=[C:16]([CH:19]=[O:20])[CH:15]=[CH:14][C:13]=2[C:12]2[NH:21][N:22]=[C:23]([NH:24][CH:25]3[CH2:30][CH2:29][N:28]([S:31]([CH3:34])(=[O:32])=[O:33])[CH2:27][CH2:26]3)[C:11]=2[N:10]=1. Given the reactants [F:1][C:2]1[CH:7]=[CH:6][CH:5]=[C:4]([F:8])[C:3]=1[C:9]1[C:18]2[CH:17]=[C:16]([CH:19]=[O:20])[CH:15]=[CH:14][C:13]=2[C:12]2[N:21](COCC[Si](C)(C)C)[N:22]=[C:23]([NH:24][CH:25]3[CH2:30][CH2:29][N:28]([S:31]([CH3:34])(=[O:33])=[O:32])[CH2:27][CH2:26]3)[C:11]=2[N:10]=1.C(O)(C(F)(F)F)=O, predict the reaction product.